Dataset: Reaction yield outcomes from USPTO patents with 853,638 reactions. Task: Predict the reaction yield, written as a fraction of the theoretical maximum amount of product (1.0 means a 100% yield; for example, 0.34 means a 34% yield). (1) The reactants are S1C2C=CC=CC=2N=C1S.[Cl:11][C:12]1[CH:28]=[CH:27][C:15]([CH2:16][CH2:17][O:18][C:19]2[C:24]([O:25]C)=[N:23][CH:22]=[CH:21][N:20]=2)=[CH:14][CH:13]=1. The catalyst is CC(N(C)C)=O.C([O-])(O)=O.[Na+]. The product is [Cl:11][C:12]1[CH:13]=[CH:14][C:15]([CH2:16][CH2:17][O:18][C:19]2[C:24](=[O:25])[NH:23][CH:22]=[CH:21][N:20]=2)=[CH:27][CH:28]=1. The yield is 0.479. (2) The reactants are Br.[CH2:2]([C:4]1[N:5]=[C:6]([C@@H:9]([NH2:20])[CH2:10][C:11]2[CH:16]=[CH:15][C:14]([N+:17]([O-:19])=[O:18])=[CH:13][CH:12]=2)[S:7][CH:8]=1)[CH3:3].CCN(CC)CC.[CH2:28]([N:35]=[C:36]=[O:37])[C:29]1[CH:34]=[CH:33][CH:32]=[CH:31][CH:30]=1. The catalyst is C(Cl)Cl. The product is [CH2:28]([NH:35][C:36]([NH:20][C@H:9]([C:6]1[S:7][CH:8]=[C:4]([CH2:2][CH3:3])[N:5]=1)[CH2:10][C:11]1[CH:16]=[CH:15][C:14]([N+:17]([O-:19])=[O:18])=[CH:13][CH:12]=1)=[O:37])[C:29]1[CH:34]=[CH:33][CH:32]=[CH:31][CH:30]=1. The yield is 0.960. (3) The reactants are [Br:1][C:2]1[CH:8]=[CH:7][C:5]([NH2:6])=[CH:4][CH:3]=1.[CH:9]1([CH:12]=O)[CH2:11][CH2:10]1.[CH:14](/[NH:17][C:18](=[O:27])[O:19][CH2:20][C:21]1[CH:26]=[CH:25][CH:24]=[CH:23][CH:22]=1)=[CH:15]\[CH3:16]. The catalyst is C(Cl)Cl. The product is [Br:1][C:2]1[CH:8]=[C:7]2[C:5](=[CH:4][CH:3]=1)[NH:6][C@@H:12]([CH:9]1[CH2:10][CH2:11]1)[C@H:15]([CH3:16])[C@H:14]2[NH:17][C:18](=[O:27])[O:19][CH2:20][C:21]1[CH:22]=[CH:23][CH:24]=[CH:25][CH:26]=1. The yield is 0.675. (4) The reactants are [CH2:1]([C:5]1[N:10]([CH2:11][C:12]2[CH:17]=[CH:16][C:15]([C:18]3[CH:23]=[CH:22][CH:21]=[CH:20][C:19]=3[C:24]3[NH:28][C:27](=[O:29])[O:26][N:25]=3)=[CH:14][CH:13]=2)[C:9](=[O:30])[C:8]([CH:31]([OH:38])[C:32]2[CH:37]=[CH:36][CH:35]=[CH:34][CH:33]=2)=[C:7]([CH3:39])[N:6]=1)[CH2:2][CH2:3][CH3:4].CC(OI1(OC(C)=O)(OC(C)=O)OC(=O)C2C1=CC=CC=2)=O.C(OCC)(=O)C.S([O-])([O-])(=O)=S.[Na+].[Na+]. The catalyst is ClCCl.O. The product is [C:31]([C:8]1[C:9](=[O:30])[N:10]([CH2:11][C:12]2[CH:17]=[CH:16][C:15]([C:18]3[CH:23]=[CH:22][CH:21]=[CH:20][C:19]=3[C:24]3[NH:28][C:27](=[O:29])[O:26][N:25]=3)=[CH:14][CH:13]=2)[C:5]([CH2:1][CH2:2][CH2:3][CH3:4])=[N:6][C:7]=1[CH3:39])(=[O:38])[C:32]1[CH:37]=[CH:36][CH:35]=[CH:34][CH:33]=1. The yield is 0.700. (5) The reactants are [CH2:1]([O:8][C:9]1[C:10]([CH3:17])=[N:11][CH:12]=[C:13](Br)[C:14]=1[OH:15])[C:2]1[CH:7]=[CH:6][CH:5]=[CH:4][CH:3]=1.C1(P(C2C=CC=CC=2)CCCP(C2C=CC=CC=2)C2C=CC=CC=2)C=CC=CC=1.C(N(CC)CC)C.[C]=O.[Cl-].[NH4+].[C:58]([O:61][CH2:62]C)(=[O:60])C. The yield is 0.550. The catalyst is CN(C)C=O.C([O-])(=O)C.[Pd+2].C([O-])(=O)C.O.CO. The product is [CH3:62][O:61][C:58](=[O:60])[C:13]1[C:14]([OH:15])=[C:9]([O:8][CH2:1][C:2]2[CH:7]=[CH:6][CH:5]=[CH:4][CH:3]=2)[C:10]([CH3:17])=[N:11][CH:12]=1. (6) The reactants are ClC1C=CC(C(C)(C)CC(O)(C(F)(F)F)C=O)=C(OC)C=1F.C(O[C:26](=O)[C:27]([C:43]([F:46])([F:45])[F:44])([OH:42])[CH2:28][C:29]([C:32]1[CH:37]=[CH:36][C:35]([Cl:38])=[C:34]([F:39])[C:33]=1[O:40][CH3:41])([CH3:31])[CH3:30])C.[NH2:48][C:49]1[CH:58]=[CH:57][CH:56]=[C:55]2[C:50]=1[CH:51]=[CH:52][NH:53][C:54]2=[O:59]. The catalyst is CC1C=CC=CC=1C.C(OCC)(=O)C.[Cl-].[Na+].O.CC([O-])C.CC([O-])C.CC([O-])C.CC([O-])C.[Ti+4]. The product is [Cl:38][C:35]1[CH:36]=[CH:37][C:32]([C:29]([CH3:31])([CH3:30])[CH2:28][C:27]([OH:42])([C:43]([F:46])([F:44])[F:45])[CH:26]=[N:48][C:49]2[CH:58]=[CH:57][CH:56]=[C:55]3[C:50]=2[CH:51]=[CH:52][NH:53][C:54]3=[O:59])=[C:33]([O:40][CH3:41])[C:34]=1[F:39]. The yield is 0.304. (7) The reactants are C(=O)([O-])[O-].[K+].[K+].[NH2:7][C:8]1[C:23]([Cl:24])=[CH:22][C:21]([Cl:25])=[CH:20][C:9]=1[C:10]([N:12]=[S:13]([CH:17]([CH3:19])[CH3:18])[CH:14]([CH3:16])[CH3:15])=[O:11].[Cl:26][C:27]1[C:28]([N:33]2[C:37]([C:38](Cl)=[O:39])=[CH:36][C:35]([C:41]([F:44])([F:43])[F:42])=[N:34]2)=[N:29][CH:30]=[CH:31][CH:32]=1.O. The catalyst is C1(C)C=CC=CC=1. The product is [Cl:26][C:27]1[C:28]([N:33]2[C:37]([C:38]([NH:7][C:8]3[C:9]([C:10](=[O:11])[N:12]=[S:13]([CH:17]([CH3:19])[CH3:18])[CH:14]([CH3:15])[CH3:16])=[CH:20][C:21]([Cl:25])=[CH:22][C:23]=3[Cl:24])=[O:39])=[CH:36][C:35]([C:41]([F:44])([F:42])[F:43])=[N:34]2)=[N:29][CH:30]=[CH:31][CH:32]=1. The yield is 0.840.